Dataset: Reaction yield outcomes from USPTO patents with 853,638 reactions. Task: Predict the reaction yield, written as a fraction of the theoretical maximum amount of product (1.0 means a 100% yield; for example, 0.34 means a 34% yield). (1) The reactants are [OH:1][CH:2]([C:6]1[CH:11]=[CH:10][CH:9]=[C:8]([C:12]2[CH:13]=[C:14]3[C:20]([C:21]4[CH:26]=[CH:25][CH:24]=[CH:23][C:22]=4[O:27][CH3:28])=[CH:19][N:18](S(C4C=CC(C)=CC=4)(=O)=O)[C:15]3=[N:16][CH:17]=2)[N:7]=1)[C:3]([OH:5])=O.[CH3:39][NH:40][CH3:41].C(N(C(C)C)CC)(C)C.[OH-].[Na+]. The product is [OH:1][CH:2]([C:6]1[CH:11]=[CH:10][CH:9]=[C:8]([C:12]2[CH:13]=[C:14]3[C:20]([C:21]4[CH:26]=[CH:25][CH:24]=[CH:23][C:22]=4[O:27][CH3:28])=[CH:19][NH:18][C:15]3=[N:16][CH:17]=2)[N:7]=1)[C:3]([N:40]([CH3:41])[CH3:39])=[O:5]. The yield is 0.160. The catalyst is O1CCCC1.C(O)(=O)C.CO. (2) The reactants are [Cl:1][C:2]1[N:10]([CH2:11][CH:12]=[CH2:13])[C:9]2[C:8](=[O:14])[NH:7][C:6](=[O:15])[NH:5][C:4]=2[N:3]=1.I[CH2:17][CH2:18][CH3:19].C(=O)([O-])[O-].[Na+].[Na+]. The catalyst is CN(C=O)C. The product is [Cl:1][C:2]1[N:10]([CH2:11][CH:12]=[CH2:13])[C:9]2[C:8](=[O:14])[NH:7][C:6](=[O:15])[N:5]([CH2:17][CH2:18][CH3:19])[C:4]=2[N:3]=1. The yield is 0.460. (3) The reactants are CC1C=CC(S([C:11]2[N:15]3[CH:16]=[CH:17][N:18]=[C:14]3[S:13][N:12]=2)(=O)=O)=CC=1.Br.[Br:20][CH2:21][CH2:22][NH2:23]. No catalyst specified. The product is [Br:20][CH2:21][CH2:22][NH:23][C:11]1[N:15]2[CH:16]=[CH:17][N:18]=[C:14]2[S:13][N:12]=1. The yield is 1.00. (4) The reactants are [H-].[Al+3].[Li+].[H-].[H-].[H-].C([O:9][C:10]([C:12]1[CH:16]=[C:15]([C:17]2[CH:22]=[CH:21][CH:20]=[C:19]([Cl:23])[CH:18]=2)[O:14][N:13]=1)=O)C. The catalyst is C1COCC1. The product is [Cl:23][C:19]1[CH:18]=[C:17]([C:15]2[O:14][N:13]=[C:12]([CH2:10][OH:9])[CH:16]=2)[CH:22]=[CH:21][CH:20]=1. The yield is 0.750.